Dataset: Reaction yield outcomes from USPTO patents with 853,638 reactions. Task: Predict the reaction yield, written as a fraction of the theoretical maximum amount of product (1.0 means a 100% yield; for example, 0.34 means a 34% yield). The reactants are Cl[C:2]1[C:7]2[C:8]([I:11])=[N:9][NH:10][C:6]=2[CH:5]=[CH:4][N:3]=1.[CH3:12][NH2:13]. The catalyst is C(O)CCC. The product is [I:11][C:8]1[C:7]2[C:2]([NH:13][CH3:12])=[N:3][CH:4]=[CH:5][C:6]=2[NH:10][N:9]=1. The yield is 0.330.